This data is from Reaction yield outcomes from USPTO patents with 853,638 reactions. The task is: Predict the reaction yield, written as a fraction of the theoretical maximum amount of product (1.0 means a 100% yield; for example, 0.34 means a 34% yield). (1) The reactants are FC(F)(F)C(O)=O.[Br:8][C:9]1[CH:10]=[C:11]([CH:15]2[C:19]([C:22]3[CH:27]=[CH:26][C:25]([Cl:28])=[CH:24][C:23]=3[F:29])([C:20]#[N:21])[CH:18]([CH2:30][C:31]([CH3:34])([CH3:33])[CH3:32])[NH:17][CH:16]2[C:35](O)=[O:36])[CH:12]=[CH:13][CH:14]=1.CC1(C)[O:43][C@@H:42]([CH2:44][CH2:45][NH2:46])[CH2:41][O:40]1.CN(C(ON1N=NC2C=CC=NC1=2)=[N+](C)C)C.F[P-](F)(F)(F)(F)F.CCN(C(C)C)C(C)C.Cl. The catalyst is C(Cl)Cl.O1CCCC1. The product is [OH:43][C@H:42]([CH2:41][OH:40])[CH2:44][CH2:45][NH:46][C:35]([CH:16]1[CH:15]([C:11]2[CH:12]=[CH:13][CH:14]=[C:9]([Br:8])[CH:10]=2)[C:19]([C:22]2[CH:27]=[CH:26][C:25]([Cl:28])=[CH:24][C:23]=2[F:29])([C:20]#[N:21])[CH:18]([CH2:30][C:31]([CH3:33])([CH3:34])[CH3:32])[NH:17]1)=[O:36]. The yield is 0.440. (2) The reactants are [NH2:1][C:2]1[CH:3]=[C:4]([OH:9])[CH:5]=[CH:6][C:7]=1[CH3:8].C(N(CC)CC)C.[CH3:17][N:18]1[C:22]([C:23](Cl)=[O:24])=[CH:21][C:20]([CH3:26])=[N:19]1. The catalyst is O1CCCC1.O. The product is [OH:9][C:4]1[CH:5]=[CH:6][C:7]([CH3:8])=[C:2]([NH:1][C:23]([C:22]2[N:18]([CH3:17])[N:19]=[C:20]([CH3:26])[CH:21]=2)=[O:24])[CH:3]=1. The yield is 0.630. (3) The reactants are C(=O)([O-])[O-].[K+].[K+].[F:7][C:8]([F:46])([F:45])[C:9]1[CH:10]=[C:11]([CH:38]=[C:39]([C:41]([F:44])([F:43])[F:42])[CH:40]=1)[CH2:12][NH:13][CH2:14][C:15]1[C:16]([N:25]2[CH2:30][CH2:29][N:28]([CH2:31][CH:32]3[CH2:37][CH2:36][CH2:35][CH2:34][CH2:33]3)[CH2:27][CH2:26]2)=[N:17][C:18]2[C:23]([CH:24]=1)=[CH:22][CH:21]=[CH:20][CH:19]=2.Cl[C:48]([O:50][CH2:51][CH3:52])=[O:49].O. The catalyst is C1COCC1. The product is [CH2:51]([O:50][C:48](=[O:49])[N:13]([CH2:12][C:11]1[CH:38]=[C:39]([C:41]([F:44])([F:42])[F:43])[CH:40]=[C:9]([C:8]([F:7])([F:45])[F:46])[CH:10]=1)[CH2:14][C:15]1[C:16]([N:25]2[CH2:30][CH2:29][N:28]([CH2:31][CH:32]3[CH2:33][CH2:34][CH2:35][CH2:36][CH2:37]3)[CH2:27][CH2:26]2)=[N:17][C:18]2[C:23]([CH:24]=1)=[CH:22][CH:21]=[CH:20][CH:19]=2)[CH3:52]. The yield is 0.810. (4) The reactants are [CH:1]1([C:4]2[C:5]([NH:23][S:24]([CH3:27])(=[O:26])=[O:25])=[CH:6][C:7]3[O:11][C:10]([C:12]4[CH:17]=[CH:16][C:15]([Cl:18])=[CH:14][CH:13]=4)=[C:9]([C:19](O)=[O:20])[C:8]=3[CH:22]=2)[CH2:3][CH2:2]1.C[CH2:29][N:30](C(C)C)C(C)C.CN(C(ON1N=NC2C=CC=NC1=2)=[N+](C)C)C.F[P-](F)(F)(F)(F)F.CN.C1COCC1. The catalyst is CN(C=O)C.O. The product is [Cl:18][C:15]1[CH:14]=[CH:13][C:12]([C:10]2[O:11][C:7]3[CH:6]=[C:5]([NH:23][S:24]([CH3:27])(=[O:26])=[O:25])[C:4]([CH:1]4[CH2:2][CH2:3]4)=[CH:22][C:8]=3[C:9]=2[C:19]([NH:30][CH3:29])=[O:20])=[CH:17][CH:16]=1. The yield is 0.970. (5) The reactants are Cl.[NH2:2][CH2:3][C:4]1[CH:5]=[CH:6][C:7]([C:10]([O:12][CH3:13])=[O:11])=[N:8][CH:9]=1.C(N(CC)CC)C.[Cl:21][C:22]1[CH:23]=[C:24]([S:29](Cl)(=[O:31])=[O:30])[CH:25]=[CH:26][C:27]=1[F:28]. The catalyst is ClCCl.O. The product is [Cl:21][C:22]1[CH:23]=[C:24]([S:29]([NH:2][CH2:3][C:4]2[CH:5]=[CH:6][C:7]([C:10]([O:12][CH3:13])=[O:11])=[N:8][CH:9]=2)(=[O:30])=[O:31])[CH:25]=[CH:26][C:27]=1[F:28]. The yield is 0.450. (6) The reactants are [CH:1]([C:3]1[CH:4]=[C:5]2[C:10](=[CH:11][CH:12]=1)[C:9](=[O:13])[NH:8][N:7]=[CH:6]2)=[CH2:2].C([O-])([O-])=O.[Cs+].[Cs+].Br[CH2:21][C:22]([O:24][CH2:25][CH3:26])=[O:23]. The catalyst is CN(C=O)C. The product is [O:13]=[C:9]1[C:10]2[C:5](=[CH:4][C:3]([CH:1]=[CH2:2])=[CH:12][CH:11]=2)[CH:6]=[N:7][N:8]1[CH2:21][C:22]([O:24][CH2:25][CH3:26])=[O:23]. The yield is 0.450. (7) The reactants are [Si:1]([O:8][CH2:9][C:10]([CH3:17])=[CH:11][C:12]([O:14]CC)=O)([C:4]([CH3:7])([CH3:6])[CH3:5])([CH3:3])[CH3:2].[NH2:18][CH2:19][CH2:20][SH:21].Cl. The catalyst is N1CCCCC1. The product is [Si:1]([O:8][CH2:9][C:10]1([CH3:17])[S:21][CH2:20][CH2:19][NH:18][C:12](=[O:14])[CH2:11]1)([C:4]([CH3:5])([CH3:6])[CH3:7])([CH3:2])[CH3:3]. The yield is 0.340.